From a dataset of Full USPTO retrosynthesis dataset with 1.9M reactions from patents (1976-2016). Predict the reactants needed to synthesize the given product. (1) The reactants are: C(=O)([O-])[O-].[Na+].[Na+].[C:7]([O:11][C:12](=[O:31])[NH:13][CH2:14][CH2:15][C:16]1[CH:21]=[CH:20][CH:19]=[CH:18][C:17]=1B1OC(C)(C)C(C)(C)O1)([CH3:10])([CH3:9])[CH3:8].Br[C:33]1[C:38]2[S:39][C:40]([C:42]3[C:47]([F:48])=[CH:46][N:45]=[C:44]([NH:49][CH2:50][CH2:51][N:52]4[CH:56]=[CH:55][N:54]=[N:53]4)[N:43]=3)=[CH:41][C:37]=2[CH:36]=[CH:35][CH:34]=1. Given the product [C:7]([O:11][C:12](=[O:31])[NH:13][CH2:14][CH2:15][C:16]1[CH:21]=[CH:20][CH:19]=[CH:18][C:17]=1[C:33]1[C:38]2[S:39][C:40]([C:42]3[C:47]([F:48])=[CH:46][N:45]=[C:44]([NH:49][CH2:50][CH2:51][N:52]4[CH:56]=[CH:55][N:54]=[N:53]4)[N:43]=3)=[CH:41][C:37]=2[CH:36]=[CH:35][CH:34]=1)([CH3:8])([CH3:9])[CH3:10], predict the reactants needed to synthesize it. (2) Given the product [C:27]1([C:33]2[C:46]3[C:41](=[CH:42][CH:43]=[CH:44][CH:45]=3)[C:40]([C:2]3[CH:7]=[CH:6][C:5]([C:8]4[CH:9]=[CH:10][C:11]([C:21]5[CH:26]=[CH:25][CH:24]=[CH:23][N:22]=5)=[N:12][C:13]=4[C:14]4[CH:19]=[CH:18][C:17]([C:57]5[C:56]6[C:61]([C:60]([C:7]7[CH:2]=[CH:3][CH:4]=[CH:5][CH:6]=7)=[C:59]7[C:58]=5[CH:9]=[CH:8][CH:13]=[CH:14]7)=[CH:10][CH:11]=[CH:21][CH:62]=6)=[CH:16][CH:15]=4)=[CH:4][CH:3]=3)=[C:39]3[C:34]=2[CH:35]=[CH:36][CH:37]=[CH:38]3)[CH:32]=[CH:31][CH:30]=[CH:29][CH:28]=1, predict the reactants needed to synthesize it. The reactants are: Br[C:2]1[CH:7]=[CH:6][C:5]([C:8]2[CH:9]=[CH:10][C:11]([C:21]3[CH:26]=[CH:25][CH:24]=[CH:23][N:22]=3)=[N:12][C:13]=2[C:14]2[CH:19]=[CH:18][C:17](Br)=[CH:16][CH:15]=2)=[CH:4][CH:3]=1.[C:27]1([C:33]2[C:46]3[C:41](=[CH:42][CH:43]=[CH:44][CH:45]=3)[C:40](B(O)O)=[C:39]3[C:34]=2[CH:35]=[CH:36][CH:37]=[CH:38]3)[CH:32]=[CH:31][CH:30]=[CH:29][CH:28]=1.C(=O)([O-])[O-].[Na+].[Na+].[C:56]1([CH3:62])[CH:61]=[CH:60][CH:59]=[CH:58][CH:57]=1.